Task: Predict the reaction yield, written as a fraction of the theoretical maximum amount of product (1.0 means a 100% yield; for example, 0.34 means a 34% yield).. Dataset: Reaction yield outcomes from USPTO patents with 853,638 reactions (1) The reactants are [Cl:1][C:2]1[C:3]2[CH:12]=[CH:11][CH:10]=[CH:9][C:4]=2[S:5][C:6]=1[CH2:7][OH:8].C[N+]1([O-])CCOCC1. The catalyst is C(Cl)Cl.CCC[N+](CCC)(CCC)CCC.[O-][Ru](=O)(=O)=O. The product is [Cl:1][C:2]1[C:3]2[CH:12]=[CH:11][CH:10]=[CH:9][C:4]=2[S:5][C:6]=1[CH:7]=[O:8]. The yield is 0.840. (2) The reactants are [F:1][C:2]1[CH:3]=[C:4]([CH:6]=[C:7]([B:9]2[O:13][C:12]([CH3:15])([CH3:14])[C:11]([CH3:17])([CH3:16])[O:10]2)[CH:8]=1)[NH2:5].Cl[C:19]1[N:24]=[C:23]([C:25]([F:28])([F:27])[F:26])[CH:22]=[CH:21][N:20]=1.O1CCOCC1.CS(O)(=O)=O. The catalyst is C(OCC)(=O)C. The product is [F:1][C:2]1[CH:3]=[C:4]([NH:5][C:19]2[N:24]=[C:23]([C:25]([F:28])([F:27])[F:26])[CH:22]=[CH:21][N:20]=2)[CH:6]=[C:7]([B:9]2[O:13][C:12]([CH3:15])([CH3:14])[C:11]([CH3:17])([CH3:16])[O:10]2)[CH:8]=1. The yield is 0.760.